This data is from Catalyst prediction with 721,799 reactions and 888 catalyst types from USPTO. The task is: Predict which catalyst facilitates the given reaction. (1) Reactant: [F:1][C:2]1([F:25])[CH2:5][CH:4]([N:6]2[C:10]3[N:11]=[C:12](S(C)=O)[N:13]=[C:14]([C:15]4[CH:16]=[N:17][C:18]([NH2:21])=[N:19][CH:20]=4)[C:9]=3[CH2:8][CH2:7]2)[CH2:3]1.[NH:26]1[CH2:31][CH2:30][O:29][CH2:28][C@H:27]1[CH2:32][OH:33].[F-].[Cs+]. Product: [NH2:21][C:18]1[N:17]=[CH:16][C:15]([C:14]2[C:9]3[CH2:8][CH2:7][N:6]([CH:4]4[CH2:5][C:2]([F:25])([F:1])[CH2:3]4)[C:10]=3[N:11]=[C:12]([N:26]3[CH2:31][CH2:30][O:29][CH2:28][C@H:27]3[CH2:32][OH:33])[N:13]=2)=[CH:20][N:19]=1. The catalyst class is: 10. (2) Reactant: [CH2:1]([N:3]1[C:7](=[NH:8])/[C:6](=[CH:9]\[C:10]2[CH:15]=[CH:14][C:13]([OH:16])=[C:12]([O:17][CH3:18])[CH:11]=2)/[N:5]([CH3:19])[C:4]1=[O:20])[CH3:2].C(=O)([O-])[O-].[K+].[K+].Br[CH2:28][C:29]1[CH:34]=[CH:33][CH:32]=[CH:31][C:30]=1[C:35]([F:38])([F:37])[F:36].[OH-].[Na+]. Product: [CH2:1]([N:3]1[C:7](=[NH:8])/[C:6](=[CH:9]/[C:10]2[CH:15]=[CH:14][C:13]([O:16][CH2:28][C:29]3[CH:34]=[CH:33][CH:32]=[CH:31][C:30]=3[C:35]([F:36])([F:37])[F:38])=[C:12]([O:17][CH3:18])[CH:11]=2)/[N:5]([CH3:19])[C:4]1=[O:20])[CH3:2]. The catalyst class is: 9. (3) Reactant: [CH2:1]([C:18]([OH:56])([CH2:38][CH2:39][CH2:40][CH2:41][CH2:42][CH2:43][CH2:44][CH2:45]/[CH:46]=[CH:47]\[CH2:48]/[CH:49]=[CH:50]\[CH2:51][CH2:52][CH2:53][CH2:54][CH3:55])[CH:19]([OH:37])[CH2:20][CH2:21][CH2:22][CH2:23][CH2:24][CH2:25][CH2:26]/[CH:27]=[CH:28]\[CH2:29]/[CH:30]=[CH:31]\[CH2:32][CH2:33][CH2:34][CH2:35][CH3:36])[CH2:2][CH2:3][CH2:4][CH2:5][CH2:6][CH2:7]/[CH:8]=[CH:9]\[CH2:10]/[CH:11]=[CH:12]\[CH2:13][CH2:14][CH2:15][CH2:16][CH3:17].N1C=CC=CC=1.[O:63]=[C:64](Cl)OC(Cl)(Cl)Cl. Product: [CH2:1]([C:18]1([CH2:38][CH2:39][CH2:40][CH2:41][CH2:42][CH2:43][CH2:44][CH2:45]/[CH:46]=[CH:47]\[CH2:48]/[CH:49]=[CH:50]\[CH2:51][CH2:52][CH2:53][CH2:54][CH3:55])[CH:19]([CH2:20][CH2:21][CH2:22][CH2:23][CH2:24][CH2:25][CH2:26]/[CH:27]=[CH:28]\[CH2:29]/[CH:30]=[CH:31]\[CH2:32][CH2:33][CH2:34][CH2:35][CH3:36])[O:37][C:64](=[O:63])[O:56]1)[CH2:2][CH2:3][CH2:4][CH2:5][CH2:6][CH2:7]/[CH:8]=[CH:9]\[CH2:10]/[CH:11]=[CH:12]\[CH2:13][CH2:14][CH2:15][CH2:16][CH3:17]. The catalyst class is: 28. (4) Reactant: [OH:1][CH2:2][C:3]([CH3:25])([CH3:24])[CH2:4][CH2:5][CH2:6][N:7]1[CH2:22][CH:10]2[CH2:11][N:12](C(OC(C)(C)C)=O)[CH2:13][CH2:14][N:9]2[C:8]1=[O:23].C(O)(C(F)(F)F)=O. Product: [OH:1][CH2:2][C:3]([CH3:25])([CH3:24])[CH2:4][CH2:5][CH2:6][N:7]1[CH2:22][CH:10]2[CH2:11][NH:12][CH2:13][CH2:14][N:9]2[C:8]1=[O:23]. The catalyst class is: 2. (5) Reactant: [CH3:1][C:2]1[CH:3]=[CH:4][C:5]2[O:11][CH2:10][CH2:9][CH:8]([C:12]([O:14]CC)=[O:13])[C:7](=O)[C:6]=2[CH:18]=1.Cl.[NH2:20]O. Product: [CH3:1][C:2]1[CH:3]=[CH:4][C:5]2[O:11][CH2:10][CH2:9][C:8]3[C:7](=[N:20][O:13][C:12]=3[OH:14])[C:6]=2[CH:18]=1. The catalyst class is: 162. (6) Reactant: [Br:1][C:2]1[C:3]([OH:11])=[C:4]([CH:7]=[C:8]([Cl:10])[CH:9]=1)C=O.C1C=C(Cl)C=C(C(OO)=[O:20])C=1.C(=O)(O)[O-].[Na+]. Product: [Br:1][C:2]1[CH:9]=[C:8]([Cl:10])[CH:7]=[C:4]([OH:20])[C:3]=1[OH:11]. The catalyst class is: 61. (7) Reactant: [NH2:1][C@H:2]1[C:11]2[C:6](=[CH:7][CH:8]=[CH:9][CH:10]=2)[N:5]([C:12](=[O:14])[CH3:13])[C@@H:4]([CH3:15])[C@@H:3]1[CH3:16].CN(C1C(C2C(P(C3CCCCC3)C3CCCCC3)=CC=CC=2)=CC=CC=1)C.CC(C)([O-])C.[Na+].Br[C:52]1[CH:57]=[CH:56][CH:55]=[C:54]([O:58][CH3:59])[N:53]=1. Product: [CH3:59][O:58][C:54]1[N:53]=[C:52]([NH:1][C@H:2]2[C:11]3[C:6](=[CH:7][CH:8]=[CH:9][CH:10]=3)[N:5]([C:12](=[O:14])[CH3:13])[C@@H:4]([CH3:15])[C@@H:3]2[CH3:16])[CH:57]=[CH:56][CH:55]=1. The catalyst class is: 102. (8) Reactant: [Br:1][C:2]1[CH:7]=[CH:6][C:5]([S:8](Cl)(=[O:10])=[O:9])=[CH:4][C:3]=1[CH3:12].[C:13]([NH2:17])([CH3:16])([CH3:15])[CH3:14]. Product: [Br:1][C:2]1[CH:7]=[CH:6][C:5]([S:8]([NH:17][C:13]([CH3:16])([CH3:15])[CH3:14])(=[O:10])=[O:9])=[CH:4][C:3]=1[CH3:12]. The catalyst class is: 46.